Dataset: Catalyst prediction with 721,799 reactions and 888 catalyst types from USPTO. Task: Predict which catalyst facilitates the given reaction. (1) Reactant: Cl.[OH:2][CH:3]1[O:11][C@H:10]([CH2:12][OH:13])[C@@H:8]([OH:9])[C@H:6]([OH:7])[C@H:4]1[NH2:5].[CH3:14][C:15]([CH:17]1[C:23](=[O:24])[CH2:22][C:21]([CH3:26])([CH3:25])[CH2:20][C:18]1=[O:19])=O. Product: [CH3:26][C:21]1([CH3:25])[CH2:22][C:23](=[O:24])[C:17](=[C:15]([NH:5][C@@H:4]2[C@@H:6]([OH:7])[C@H:8]([OH:9])[C@@H:10]([CH2:12][OH:13])[O:11][C@@H:3]2[OH:2])[CH3:14])[C:18](=[O:19])[CH2:20]1. The catalyst class is: 5. (2) Reactant: [C:1]([C:7]1[C:15]2[C:10](=[N:11][CH:12]=[C:13]([NH:16][C:17]3[CH:24]=[CH:23][C:20]([CH:21]=O)=[CH:19][CH:18]=3)[N:14]=2)[N:9]([CH2:25][O:26][CH2:27][CH2:28][Si:29]([CH3:32])([CH3:31])[CH3:30])[CH:8]=1)(=[O:6])[C:2]([CH3:5])([CH3:4])[CH3:3].[CH2:33]([N:35]1[C:39](=[O:40])[CH2:38][S:37][C:36]1=[O:41])[CH3:34].C(O)(=O)C.N1CCCCC1. Product: [CH2:33]([N:35]1[C:39](=[O:40])[C:38](=[CH:21][C:20]2[CH:19]=[CH:18][C:17]([NH:16][C:13]3[N:14]=[C:15]4[C:7]([C:1](=[O:6])[C:2]([CH3:5])([CH3:3])[CH3:4])=[CH:8][N:9]([CH2:25][O:26][CH2:27][CH2:28][Si:29]([CH3:32])([CH3:31])[CH3:30])[C:10]4=[N:11][CH:12]=3)=[CH:24][CH:23]=2)[S:37][C:36]1=[O:41])[CH3:34]. The catalyst class is: 8. (3) Reactant: Br[C:2]1[N:7]=[C:6]2[N:8]([CH:11]([C:13]3[C:14]([F:24])=[C:15]4[C:20](=[CH:21][C:22]=3[F:23])[N:19]=[CH:18][CH:17]=[CH:16]4)[CH3:12])[N:9]=[N:10][C:5]2=[N:4][CH:3]=1.C([Sn](CCCC)(CCCC)[C:30]([O:32][CH2:33][CH3:34])=[CH2:31])CCC. Product: [CH2:33]([O:32][C:30]([C:2]1[N:7]=[C:6]2[N:8]([CH:11]([C:13]3[C:14]([F:24])=[C:15]4[C:20](=[CH:21][C:22]=3[F:23])[N:19]=[CH:18][CH:17]=[CH:16]4)[CH3:12])[N:9]=[N:10][C:5]2=[N:4][CH:3]=1)=[CH2:31])[CH3:34]. The catalyst class is: 128. (4) Reactant: [C:1]([NH:4][C:5]1[CH:10]=[CH:9][C:8]([CH2:11][C:12]([CH:14]2[CH2:19][CH2:18][N:17]([C:20]([O:22][C:23]([CH3:26])([CH3:25])[CH3:24])=[O:21])[CH2:16][CH2:15]2)=[O:13])=[CH:7][CH:6]=1)(=[O:3])[CH3:2].[BH4-].[Na+]. Product: [C:1]([NH:4][C:5]1[CH:10]=[CH:9][C:8]([CH2:11][CH:12]([CH:14]2[CH2:19][CH2:18][N:17]([C:20]([O:22][C:23]([CH3:26])([CH3:25])[CH3:24])=[O:21])[CH2:16][CH2:15]2)[OH:13])=[CH:7][CH:6]=1)(=[O:3])[CH3:2]. The catalyst class is: 191. (5) Reactant: [F:1][C:2]1[CH:19]=[CH:18][C:5]([CH2:6][C:7]2[C:16]3[C:11](=[CH:12][CH:13]=[CH:14][CH:15]=3)[C:10](=[O:17])[NH:9][N:8]=2)=[CH:4][C:3]=1[C:20]([N:22]1[CH2:25][CH:24]([OH:26])[CH2:23]1)=[O:21]. Product: [F:1][C:2]1[CH:19]=[CH:18][C:5]([CH2:6][C:7]2[C:16]3[C:11](=[CH:12][CH:13]=[CH:14][CH:15]=3)[C:10](=[O:17])[NH:9][N:8]=2)=[CH:4][C:3]=1[C:20]([N:22]1[CH2:25][C:24](=[O:26])[CH2:23]1)=[O:21]. The catalyst class is: 269.